This data is from Catalyst prediction with 721,799 reactions and 888 catalyst types from USPTO. The task is: Predict which catalyst facilitates the given reaction. (1) Reactant: [F:1][C:2]1[CH:30]=[C:29]([F:31])[CH:28]=[CH:27][C:3]=1[O:4][C:5]1[C:6]([NH:18][C:19]2[CH:26]=[CH:25][C:22]([C:23]#[N:24])=[CH:21][N:20]=2)=[N:7][CH:8]=[C:9]([S:11][C:12]2[CH:17]=[CH:16][CH:15]=[CH:14][N:13]=2)[CH:10]=1.C([Sn]([N:45]=[N+:46]=[N-:47])(CCCC)CCCC)CCC. Product: [F:1][C:2]1[CH:30]=[C:29]([F:31])[CH:28]=[CH:27][C:3]=1[O:4][C:5]1[C:6]([NH:18][C:19]2[CH:26]=[CH:25][C:22]([C:23]3[NH:47][N:46]=[N:45][N:24]=3)=[CH:21][N:20]=2)=[N:7][CH:8]=[C:9]([S:11][C:12]2[CH:17]=[CH:16][CH:15]=[CH:14][N:13]=2)[CH:10]=1. The catalyst class is: 11. (2) Reactant: [C:1]([C:4]1[C:12]2[N:11]=[C:10]([C:13]3[S:17][C:16]([C@H:18]4[CH2:22][CH2:21][CH2:20][N:19]4C(OC(C)(C)C)=O)=[CH:15][CH:14]=3)[NH:9][C:8]=2[CH:7]=[CH:6][CH:5]=1)(=[O:3])[NH2:2]. Product: [NH:19]1[CH2:20][CH2:21][CH2:22][C@@H:18]1[C:16]1[S:17][C:13]([C:10]2[NH:9][C:8]3[CH:7]=[CH:6][CH:5]=[C:4]([C:1]([NH2:2])=[O:3])[C:12]=3[N:11]=2)=[CH:14][CH:15]=1. The catalyst class is: 67. (3) Product: [C:27]([C:29]1[CH:30]=[CH:31][C:32]([O:39][CH3:40])=[C:33]([S:35]([NH:1][CH2:2][CH2:3][C:4]2[CH:16]=[CH:15][C:14]([CH:17]([CH3:18])[CH3:19])=[CH:13][C:5]=2[O:6][CH2:7][C:8]([O:10][CH2:11][CH3:12])=[O:9])(=[O:37])=[O:36])[CH:34]=1)#[N:28]. The catalyst class is: 30. Reactant: [NH2:1][CH2:2][CH2:3][C:4]1[CH:16]=[CH:15][C:14]([CH:17]([CH3:19])[CH3:18])=[CH:13][C:5]=1[O:6][CH2:7][C:8]([O:10][CH2:11][CH3:12])=[O:9].C(N(CC)CC)C.[C:27]([C:29]1[CH:30]=[CH:31][C:32]([O:39][CH3:40])=[C:33]([S:35](Cl)(=[O:37])=[O:36])[CH:34]=1)#[N:28]. (4) Reactant: C([O:3][C:4]([CH:6]1[C:18]2[C:17]3[C:12](=[CH:13][CH:14]=[CH:15][C:16]=3[O:19][CH3:20])[N:11]([CH2:21][CH2:22][F:23])[C:10]=2[CH2:9][CH2:8][CH2:7]1)=[O:5])C.[OH-].[Na+]. Product: [F:23][CH2:22][CH2:21][N:11]1[C:10]2[CH2:9][CH2:8][CH2:7][CH:6]([C:4]([OH:5])=[O:3])[C:18]=2[C:17]2[C:12]1=[CH:13][CH:14]=[CH:15][C:16]=2[O:19][CH3:20]. The catalyst class is: 40.